Dataset: Full USPTO retrosynthesis dataset with 1.9M reactions from patents (1976-2016). Task: Predict the reactants needed to synthesize the given product. (1) Given the product [CH3:20][C:17]1[CH:18]=[CH:19][C:14]([CH:12]([C:9]2[N:8]=[C:7]([C@H:4]3[CH2:5][CH2:6][C@H:2]([NH:1][C:31]4[N:36]=[CH:35][N:34]=[C:33]5[NH:37][N:38]=[CH:39][C:32]=45)[CH2:3]3)[O:11][N:10]=2)[OH:13])=[CH:15][CH:16]=1, predict the reactants needed to synthesize it. The reactants are: [NH2:1][C@H:2]1[CH2:6][CH2:5][C@H:4]([C:7]2[O:11][N:10]=[C:9]([CH:12]([C:14]3[CH:19]=[CH:18][C:17]([CH3:20])=[CH:16][CH:15]=3)[OH:13])[N:8]=2)[CH2:3]1.CCN(C(C)C)C(C)C.Cl[C:31]1[N:36]=[CH:35][N:34]=[C:33]2[N:37](C3CCCCO3)[N:38]=[CH:39][C:32]=12. (2) Given the product [C:15]1([O:14][CH2:13][CH2:12][CH2:11][N:6]2[C:7]3[C:3](=[C:2]([CH:31]4[CH2:32][CH2:33][CH2:34][CH2:35][C:30]4=[O:36])[CH:10]=[CH:9][CH:8]=3)[CH:4]=[C:5]2[C:25]([O:27][CH2:28][CH3:29])=[O:26])[C:24]2[C:19](=[CH:20][CH:21]=[CH:22][CH:23]=2)[CH:18]=[CH:17][CH:16]=1, predict the reactants needed to synthesize it. The reactants are: Br[C:2]1[CH:10]=[CH:9][CH:8]=[C:7]2[C:3]=1[CH:4]=[C:5]([C:25]([O:27][CH2:28][CH3:29])=[O:26])[N:6]2[CH2:11][CH2:12][CH2:13][O:14][C:15]1[C:24]2[C:19](=[CH:20][CH:21]=[CH:22][CH:23]=2)[CH:18]=[CH:17][CH:16]=1.[C:30]1(=[O:36])[CH2:35][CH2:34][CH2:33][CH2:32][CH2:31]1.C1(P(C2C=CC=CC=2)C2C3OC4C(=CC=CC=4P(C4C=CC=CC=4)C4C=CC=CC=4)C(C)(C)C=3C=CC=2)C=CC=CC=1.C([O-])([O-])=O.[Cs+].[Cs+]. (3) Given the product [Cl:1][C:2]1[CH:27]=[CH:26][CH:25]=[CH:24][C:3]=1[CH2:4][C:5]1[C:12](=[O:13])[N:8]2[CH2:9][CH2:10][CH2:11][N:7]2[C:6]=1[C:14]1[CH:19]=[CH:18][N:17]=[C:16]([NH:36][C@H:29]([C:30]2[CH:35]=[CH:34][CH:33]=[CH:32][CH:31]=2)[CH3:28])[N:15]=1, predict the reactants needed to synthesize it. The reactants are: [Cl:1][C:2]1[CH:27]=[CH:26][CH:25]=[CH:24][C:3]=1[CH2:4][C:5]1[C:12](=[O:13])[N:8]2[CH2:9][CH2:10][CH2:11][N:7]2[C:6]=1[C:14]1[CH:19]=[CH:18][N:17]=[C:16](S(C)(=O)=O)[N:15]=1.[CH3:28][CH:29]([NH2:36])[C:30]1[CH:35]=[CH:34][CH:33]=[CH:32][CH:31]=1. (4) The reactants are: [NH:1]1[C:9](=[O:10])[C:8]2[NH:7][CH:6]=[N:5][C:4]=2[N:3]=[CH:2]1.[CH2:11]([OH:13])[CH3:12]. Given the product [OH:13][C@@H:11]1[C@@H:8]([CH2:9][OH:10])[CH2:4][N:3]([N:5]2[CH:6]=[N:7][C:8]3[C:9](=[O:10])[NH:1][CH:2]=[N:3][C:4]2=3)[CH2:12]1, predict the reactants needed to synthesize it. (5) Given the product [C:20]1([C:38]2[CH:39]=[CH:40][CH:41]=[CH:42][CH:43]=2)[CH:25]=[CH:24][C:23]([NH:26][C:27]2[CH:32]=[N:31][CH:30]=[C:29]3[S:33][C:34]([C:36]4[NH:37][N:7]=[N:6][CH:5]=4)=[CH:35][C:28]=23)=[CH:22][CH:21]=1, predict the reactants needed to synthesize it. The reactants are: C[Si]([CH:5]=[N+:6]=[N-:7])(C)C.CCCCCCC.C([Li])CCC.[C:20]1([C:38]2[CH:43]=[CH:42][CH:41]=[CH:40][CH:39]=2)[CH:25]=[CH:24][C:23]([NH:26][C:27]2[CH:32]=[N:31][CH:30]=[C:29]3[S:33][C:34]([C:36]#[N:37])=[CH:35][C:28]=23)=[CH:22][CH:21]=1. (6) Given the product [Cl:15][C:16]1[CH:17]=[C:18]([CH:21]=[CH:22][CH:23]=1)[CH2:19][O:8][C:7]1[CH:9]=[C:10]([OH:11])[CH:12]=[CH:13][CH:14]=1, predict the reactants needed to synthesize it. The reactants are: C(=O)([O-])[O-].[K+].[K+].[C:7]1([CH:14]=[CH:13][CH:12]=[C:10]([OH:11])[CH:9]=1)[OH:8].[Cl:15][C:16]1[CH:17]=[C:18]([CH:21]=[CH:22][CH:23]=1)[CH2:19]Br.